This data is from Reaction yield outcomes from USPTO patents with 853,638 reactions. The task is: Predict the reaction yield, written as a fraction of the theoretical maximum amount of product (1.0 means a 100% yield; for example, 0.34 means a 34% yield). (1) The reactants are [CH2:1]1[C:9]2[C:4](=[CH:5][CH:6]=[CH:7][CH:8]=2)[CH:3]=[CH:2]1.[Li:10]CCCC. The catalyst is CCCCCCC. The product is [CH:1]1([Li:10])[C:9]2[C:4](=[CH:5][CH:6]=[CH:7][CH:8]=2)[CH:3]=[CH:2]1. The yield is 0.990. (2) The reactants are [Br:1][CH2:2][CH2:3][CH2:4][C:5](Cl)=[O:6].[CH2:8]([NH2:20])[CH2:9][CH2:10][CH2:11][CH2:12][CH2:13][CH2:14][CH2:15][CH2:16][CH2:17][CH2:18][CH3:19].C(N(CC)CC)C. The catalyst is ClCCl. The yield is 0.887. The product is [Br:1][CH2:2][CH2:3][CH2:4][C:5]([NH:20][CH2:8][CH2:9][CH2:10][CH2:11][CH2:12][CH2:13][CH2:14][CH2:15][CH2:16][CH2:17][CH2:18][CH3:19])=[O:6].